This data is from Catalyst prediction with 721,799 reactions and 888 catalyst types from USPTO. The task is: Predict which catalyst facilitates the given reaction. (1) Reactant: [CH3:1][CH:2]([NH2:9])[C:3]1[CH:8]=[CH:7][CH:6]=[CH:5][CH:4]=1.[CH2:10]([O:12][C:13]([N:15]1[CH2:20][CH2:19][C:18](=O)[CH:17]([O:22][CH2:23][CH3:24])[CH2:16]1)=[O:14])[CH3:11].C(O[BH-](OC(=O)C)OC(=O)C)(=O)C.[Na+]. Product: [CH2:10]([O:12][C:13]([N:15]1[CH2:20][CH2:19][C@H:18]([NH:9][CH:2]([C:3]2[CH:8]=[CH:7][CH:6]=[CH:5][CH:4]=2)[CH3:1])[C@H:17]([O:22][CH2:23][CH3:24])[CH2:16]1)=[O:14])[CH3:11]. The catalyst class is: 1. (2) Reactant: [NH2:1][C:2]1[CH:3]=[C:4]2[C:8](=[CH:9][C:10]=1[N+:11]([O-:13])=[O:12])[C:7](=[O:14])[NH:6][C:5]2=[O:15].N[CH:17]1[CH2:22][CH2:21][N:20]([C:23]([O:25][C:26]([CH3:29])([CH3:28])[CH3:27])=[O:24])[CH2:19][CH2:18]1.N1C=CN=C1. Product: [C:26]([O:25][C:23]([N:20]1[CH2:21][CH2:22][CH:17]([N:6]2[C:5](=[O:15])[C:4]3[C:8](=[CH:9][C:10]([N+:11]([O-:13])=[O:12])=[C:2]([NH2:1])[CH:3]=3)[C:7]2=[O:14])[CH2:18][CH2:19]1)=[O:24])([CH3:29])([CH3:27])[CH3:28]. The catalyst class is: 12. (3) Reactant: [OH:1][CH2:2][CH2:3][N:4]1[CH2:9][CH2:8][N:7]([CH2:10][C:11]([NH:13][C:14]2[C:15]([S:23][CH3:24])=[N:16][C:17]([CH3:22])=[CH:18][C:19]=2[S:20][CH3:21])=[O:12])[CH2:6][CH2:5]1.C(N(CC)CC)C.[CH3:32][S:33](Cl)(=[O:35])=[O:34]. Product: [CH3:32][S:33]([O:1][CH2:2][CH2:3][N:4]1[CH2:9][CH2:8][N:7]([CH2:10][C:11]([NH:13][C:14]2[C:15]([S:23][CH3:24])=[N:16][C:17]([CH3:22])=[CH:18][C:19]=2[S:20][CH3:21])=[O:12])[CH2:6][CH2:5]1)(=[O:35])=[O:34]. The catalyst class is: 527. (4) Reactant: [OH:1][CH2:2][CH2:3][C:4]1[N:5]=[C:6]([C:10]2[CH:15]=[CH:14][C:13]([C:16]([F:19])([F:18])[F:17])=[CH:12][CH:11]=2)[S:7][C:8]=1[CH3:9].[CH3:20][O:21][C:22](=[O:30])[C:23]1[CH:28]=[CH:27][C:26](O)=[CH:25][CH:24]=1.C1(P(C2C=CC=CC=2)C2C=CC=CC=2)C=CC=CC=1.N(C(OCC)=O)=NC(OCC)=O. Product: [CH3:20][O:21][C:22](=[O:30])[C:23]1[CH:28]=[CH:27][C:26]([O:1][CH2:2][CH2:3][C:4]2[N:5]=[C:6]([C:10]3[CH:15]=[CH:14][C:13]([C:16]([F:19])([F:18])[F:17])=[CH:12][CH:11]=3)[S:7][C:8]=2[CH3:9])=[CH:25][CH:24]=1. The catalyst class is: 1. (5) Reactant: N1C=CN=C1.[OH:6][C:7]1[C:21]([CH3:22])=[CH:20][C:10]([CH2:11][P:12](=[O:19])([O:16][CH2:17][CH3:18])[O:13][CH2:14][CH3:15])=[CH:9][C:8]=1[O:23][CH3:24].[Si:25](Cl)([C:28]([CH3:31])([CH3:30])[CH3:29])([CH3:27])[CH3:26]. Product: [Si:25]([O:6][C:7]1[C:21]([CH3:22])=[CH:20][C:10]([CH2:11][P:12](=[O:19])([O:16][CH2:17][CH3:18])[O:13][CH2:14][CH3:15])=[CH:9][C:8]=1[O:23][CH3:24])([C:28]([CH3:31])([CH3:30])[CH3:29])([CH3:27])[CH3:26]. The catalyst class is: 9. (6) Reactant: [OH:1][C@@H:2]1[CH2:6][C@H:5]([OH:7])[C@H:4]([CH2:8]/[CH:9]=[CH:10]\[CH2:11][CH2:12][CH2:13][C:14]([OH:16])=[O:15])[C@H:3]1[CH2:17][CH2:18][C@@H:19]([OH:28])[CH2:20][CH2:21][C:22]1[CH:27]=[CH:26][CH:25]=[CH:24][CH:23]=1.I[CH:30]([Br:32])[CH3:31].C1CCN2C(=NCCC2)CC1. Product: [OH:1][C@@H:2]1[CH2:6][C@H:5]([OH:7])[C@H:4]([CH2:8]/[CH:9]=[CH:10]\[CH2:11][CH2:12][CH2:13][C:14]([O:16][CH:30]([Br:32])[CH3:31])=[O:15])[C@H:3]1[CH2:17][CH2:18][C@@H:19]([OH:28])[CH2:20][CH2:21][C:22]1[CH:23]=[CH:24][CH:25]=[CH:26][CH:27]=1. The catalyst class is: 369. (7) Reactant: C(=O)([O-])[O-].[Cs+].[Cs+].[Cl:7][C:8]1[C:16]([Cl:17])=[C:15]2[C:11]([CH2:12][C:13]([CH:20]3[CH2:24][CH2:23][CH2:22][CH2:21]3)([CH3:19])[C:14]2=[O:18])=[CH:10][C:9]=1[OH:25].C1C=CC(N[S:33]([C:36]([F:39])([F:38])[F:37])(=[O:35])=[O:34])=CC=1. Product: [Cl:7][C:8]1[C:16]([Cl:17])=[C:15]2[C:11]([CH2:12][C:13]([CH:20]3[CH2:24][CH2:23][CH2:22][CH2:21]3)([CH3:19])[C:14]2=[O:18])=[CH:10][C:9]=1[O:25][S:33]([C:36]([F:39])([F:38])[F:37])(=[O:35])=[O:34]. The catalyst class is: 59.